Dataset: hERG potassium channel inhibition data for cardiac toxicity prediction from Karim et al.. Task: Regression/Classification. Given a drug SMILES string, predict its toxicity properties. Task type varies by dataset: regression for continuous values (e.g., LD50, hERG inhibition percentage) or binary classification for toxic/non-toxic outcomes (e.g., AMES mutagenicity, cardiotoxicity, hepatotoxicity). Dataset: herg_karim. (1) The result is 0 (non-blocker). The compound is O=C(NCc1cccc(OC(F)(F)F)c1)C1c2ccccc2C(=O)N1CCc1ncc(F)cn1. (2) The molecule is Nc1ccnc(Nc2ccc(Oc3ccc(C(F)(F)F)cc3)cc2)n1. The result is 1 (blocker).